Task: Predict the reaction yield, written as a fraction of the theoretical maximum amount of product (1.0 means a 100% yield; for example, 0.34 means a 34% yield).. Dataset: Reaction yield outcomes from USPTO patents with 853,638 reactions The reactants are [H-].[Na+].[Br:3][C:4]1[CH:9]=[CH:8][N:7]=[C:6]2[NH:10][CH:11]=[CH:12][C:5]=12.Cl[Si:14]([CH:21]([CH3:23])[CH3:22])([CH:18]([CH3:20])[CH3:19])[CH:15]([CH3:17])[CH3:16]. The catalyst is C1COCC1. The product is [Br:3][C:4]1[CH:9]=[CH:8][N:7]=[C:6]2[N:10]([Si:14]([CH:21]([CH3:23])[CH3:22])([CH:18]([CH3:20])[CH3:19])[CH:15]([CH3:17])[CH3:16])[CH:11]=[CH:12][C:5]=12. The yield is 0.840.